From a dataset of Forward reaction prediction with 1.9M reactions from USPTO patents (1976-2016). Predict the product of the given reaction. (1) Given the reactants C([O:8][C:9]1[CH:14]=[CH:13][C:12]([CH2:15][CH3:16])=[C:11]([O:17][CH2:18][O:19][CH3:20])[CH:10]=1)C1C=CC=CC=1, predict the reaction product. The product is: [CH2:15]([C:12]1[CH:13]=[CH:14][C:9]([OH:8])=[CH:10][C:11]=1[O:17][CH2:18][O:19][CH3:20])[CH3:16]. (2) Given the reactants [NH2:1][CH2:2][C@H:3]([N:5]1[CH:9]=[CH:8][C:7]([C:10]2[CH:17]=[CH:16][C:13]([C:14]#[N:15])=[C:12]([C:18]([F:21])([F:20])[F:19])[CH:11]=2)=[N:6]1)[CH3:4].[C:22]([C:25]1[CH:29]=[C:28]([C:30](O)=[O:31])[NH:27][N:26]=1)(=[O:24])[CH3:23].C1C=CC2N(O)N=NC=2C=1.CCN(C(C)C)C(C)C.CCN=C=NCCCN(C)C, predict the reaction product. The product is: [C:22]([C:25]1[CH:29]=[C:28]([C:30]([NH:1][CH2:2][C@H:3]([N:5]2[CH:9]=[CH:8][C:7]([C:10]3[CH:17]=[CH:16][C:13]([C:14]#[N:15])=[C:12]([C:18]([F:20])([F:21])[F:19])[CH:11]=3)=[N:6]2)[CH3:4])=[O:31])[NH:27][N:26]=1)(=[O:24])[CH3:23]. (3) Given the reactants Br[C:2]1[C:7]([N+:8]([O-:10])=[O:9])=[CH:6][CH:5]=[CH:4][C:3]=1[CH3:11].[C:12]1([NH2:18])[CH:17]=[CH:16][CH:15]=[CH:14][CH:13]=1.C([O-])([O-])=O.[Cs+].[Cs+], predict the reaction product. The product is: [CH3:11][C:3]1[CH:4]=[CH:5][CH:6]=[C:7]([N+:8]([O-:10])=[O:9])[C:2]=1[NH:18][C:12]1[CH:17]=[CH:16][CH:15]=[CH:14][CH:13]=1. (4) Given the reactants [CH:1]([CH:3]=[O:4])=[O:2].[N:5]1[C:12]([NH2:13])=[N:11][C:9]([NH2:10])=[N:8][C:6]=1[NH2:7], predict the reaction product. The product is: [CH:1]([CH:3]=[O:4])=[O:2].[N:5]1[C:12]([NH2:13])=[N:11][C:9]([NH2:10])=[N:8][C:6]=1[NH2:7]. (5) Given the reactants C(N(CC)CC)C.[C:8]([C:12]1[CH:13]=[C:14]([NH:30][S:31]([CH3:34])(=[O:33])=[O:32])[C:15]([O:28][CH3:29])=[C:16]([NH:18][C:19](=O)[O:20]C2C=CC=CC=2)[CH:17]=1)([CH3:11])([CH3:10])[CH3:9].[NH2:35][C:36]1[C:45]2[C:40](=[CH:41][CH:42]=[CH:43][CH:44]=2)[C:39]([O:46][C:47]2[CH:52]=[CH:51][N:50]=[C:49]([NH:53][C:54]3[CH:59]=[CH:58][C:57]([S:60]([N:63]([CH3:73])[CH2:64][CH2:65][CH2:66][N:67]4[CH2:72][CH2:71][O:70][CH2:69][CH2:68]4)(=[O:62])=[O:61])=[C:56]([O:74][CH3:75])[CH:55]=3)[CH:48]=2)=[CH:38][CH:37]=1, predict the reaction product. The product is: [C:8]([C:12]1[CH:13]=[C:14]([NH:30][S:31]([CH3:34])(=[O:33])=[O:32])[C:15]([O:28][CH3:29])=[C:16]([NH:18][C:19](=[O:20])[NH:35][C:36]2[C:45]3[C:40](=[CH:41][CH:42]=[CH:43][CH:44]=3)[C:39]([O:46][C:47]3[CH:52]=[CH:51][N:50]=[C:49]([NH:53][C:54]4[CH:59]=[CH:58][C:57]([S:60]([N:63]([CH3:73])[CH2:64][CH2:65][CH2:66][N:67]5[CH2:72][CH2:71][O:70][CH2:69][CH2:68]5)(=[O:62])=[O:61])=[C:56]([O:74][CH3:75])[CH:55]=4)[CH:48]=3)=[CH:38][CH:37]=2)[CH:17]=1)([CH3:11])([CH3:9])[CH3:10]. (6) The product is: [CH:14]1([N:12]([CH3:13])[C:4]2[N:3]=[CH:2][N:7]=[C:6]([C:8]([OH:10])=[O:9])[CH:5]=2)[CH2:15][CH2:16][CH2:17][CH2:18][CH2:19]1. Given the reactants Cl[C:2]1[N:7]=[C:6]([C:8]([O:10]C)=[O:9])[CH:5]=[C:4]([N:12]([CH:14]2[CH2:19][CH2:18][CH2:17][CH2:16][CH2:15]2)[CH3:13])[N:3]=1.C(N(CC)CC)C.C1(N(C)C2N=CN=C(C(OC)=O)C=2)CCCCC1.C1(N(C)C2N=CN=C(C(OCC)=O)C=2)CCCCC1.[OH-].[Li+], predict the reaction product. (7) Given the reactants [F:1][C:2]1[CH:3]=[CH:4][CH:5]=[C:6]2[C:10]=1[NH:9][N:8]=[CH:7]2.[I:11]I.[OH-].[K+].S(=O)(O)[O-].[Na+], predict the reaction product. The product is: [F:1][C:2]1[CH:3]=[CH:4][CH:5]=[C:6]2[C:10]=1[NH:9][N:8]=[C:7]2[I:11]. (8) Given the reactants [CH2:1]([O:8][C:9]1[N:14]=[C:13]([NH2:15])[C:12]([F:16])=[CH:11][N:10]=1)[C:2]1[CH:7]=[CH:6][CH:5]=[CH:4][CH:3]=1.[CH3:17][S:18][CH3:19].ClN1C(=O)CCC1=O.C[O-].[Na+].CO, predict the reaction product. The product is: [CH2:1]([O:8][C:9]1[N:14]=[C:13]([N:15]=[S:18]([CH3:19])[CH3:17])[C:12]([F:16])=[CH:11][N:10]=1)[C:2]1[CH:3]=[CH:4][CH:5]=[CH:6][CH:7]=1. (9) The product is: [C:45]([CH2:47][NH:48][C:49]([C:51]1([NH:57][C:14](=[O:16])[C:13]2[CH:12]=[CH:11][C:10]([N:7]3[CH2:6][CH2:5][N:4]([CH2:1][CH2:2][CH3:3])[CH2:9][CH2:8]3)=[CH:18][CH:17]=2)[CH2:56][CH2:55][CH2:54][CH2:53][CH2:52]1)=[O:50])#[N:46]. Given the reactants [CH2:1]([N:4]1[CH2:9][CH2:8][N:7]([C:10]2[CH:18]=[CH:17][C:13]([C:14]([OH:16])=O)=[CH:12][CH:11]=2)[CH2:6][CH2:5]1)[CH2:2][CH3:3].C1C=CC2N(O)N=NC=2C=1.CN1CCOCC1.C(N=C=NC(C)C)(C)C.[C:45]([CH2:47][NH:48][C:49]([C:51]1([NH2:57])[CH2:56][CH2:55][CH2:54][CH2:53][CH2:52]1)=[O:50])#[N:46], predict the reaction product.